From a dataset of Forward reaction prediction with 1.9M reactions from USPTO patents (1976-2016). Predict the product of the given reaction. (1) The product is: [CH:36]1([C:39]([NH:1][C:2]2[CH:3]=[C:4]([C:8]3[O:9][C:10]([CH3:28])=[C:11]([C:13]([N:15]([CH2:23][C:24]([O:26][CH3:27])=[O:25])[CH2:16][C:17]4[CH:22]=[CH:21][CH:20]=[CH:19][N:18]=4)=[O:14])[N:12]=3)[CH:5]=[CH:6][CH:7]=2)=[O:40])[CH2:38][CH2:37]1. Given the reactants [NH2:1][C:2]1[CH:3]=[C:4]([C:8]2[O:9][C:10]([CH3:28])=[C:11]([C:13]([N:15]([CH2:23][C:24]([O:26][CH3:27])=[O:25])[CH2:16][C:17]3[CH:22]=[CH:21][CH:20]=[CH:19][N:18]=3)=[O:14])[N:12]=2)[CH:5]=[CH:6][CH:7]=1.C(N(CC)CC)C.[CH:36]1([C:39](Cl)=[O:40])[CH2:38][CH2:37]1, predict the reaction product. (2) Given the reactants C[O:2][C:3]([C@H:5]1[CH2:10][CH2:9][C@H:8]([O:11][C:12]2[CH:17]=[CH:16][CH:15]=[CH:14][CH:13]=2)[CH2:7][CH2:6]1)=O.O.[NH2:19][NH2:20], predict the reaction product. The product is: [O:11]([C@H:8]1[CH2:9][CH2:10][C@H:5]([C:3]([NH:19][NH2:20])=[O:2])[CH2:6][CH2:7]1)[C:12]1[CH:17]=[CH:16][CH:15]=[CH:14][CH:13]=1. (3) The product is: [Cl:16][C:1](=[N:8][OH:9])[C:2]1[CH:7]=[CH:6][CH:5]=[CH:4][CH:3]=1. Given the reactants [CH:1](=[N:8][OH:9])[C:2]1[CH:7]=[CH:6][CH:5]=[CH:4][CH:3]=1.N1C=CC=CC=1.[Cl:16]N1C(=O)CCC1=O.[Na+].[Cl-], predict the reaction product. (4) The product is: [C:33]([OH:40])(=[O:39])/[CH:34]=[CH:35]\[C:36]([OH:38])=[O:37].[CH3:1][O:2][C:3]1[CH:4]=[C:5]([CH:30]=[CH:31][CH:32]=1)[O:6][CH2:7][CH2:8][N:9]1[C:17]2[CH:16]=[CH:15][CH:14]=[CH:13][C:12]=2[C:11]2[CH2:18][CH2:19][NH:20][CH2:21][CH2:22][C:10]1=2. Given the reactants [CH3:1][O:2][C:3]1[CH:4]=[C:5]([CH:30]=[CH:31][CH:32]=1)[O:6][CH2:7][CH2:8][N:9]1[C:17]2[CH:16]=[CH:15][CH:14]=[CH:13][C:12]=2[C:11]2[CH2:18][CH2:19][N:20](C(OC(C)(C)C)=O)[CH2:21][CH2:22][C:10]1=2.[C:33]([OH:40])(=[O:39])/[CH:34]=[CH:35]\[C:36]([OH:38])=[O:37], predict the reaction product. (5) Given the reactants [C:1]([O:4][C:5]1[CH:11]=[CH:10][CH:9]=[C:7]([OH:8])[CH:6]=1)(=[O:3])[CH3:2].[H-].[Na+].[CH2:14](Br)[C:15]1[CH:20]=[CH:19][CH:18]=[CH:17][CH:16]=1, predict the reaction product. The product is: [C:1]([O:4][C:5]1[CH:11]=[CH:10][CH:9]=[C:7]([O:8][CH2:14][C:15]2[CH:20]=[CH:19][CH:18]=[CH:17][CH:16]=2)[CH:6]=1)(=[O:3])[CH3:2]. (6) Given the reactants [F:1][C:2]([F:21])([F:20])[CH:3]([OH:19])[CH2:4][N:5]1[CH2:10][CH2:9][CH2:8][CH:7]([C:11]2[CH:16]=[CH:15][CH:14]=[CH:13][C:12]=2[O:17][CH3:18])[CH2:6]1.[Cl:22][C:23]1[CH:28]=[CH:27][C:26]([N:29]=[C:30]=[O:31])=[CH:25][CH:24]=1, predict the reaction product. The product is: [F:21][C:2]([F:1])([F:20])[CH:3]([O:19][C:30](=[O:31])[NH:29][C:26]1[CH:27]=[CH:28][C:23]([Cl:22])=[CH:24][CH:25]=1)[CH2:4][N:5]1[CH2:10][CH2:9][CH2:8][CH:7]([C:11]2[CH:16]=[CH:15][CH:14]=[CH:13][C:12]=2[O:17][CH3:18])[CH2:6]1.